From a dataset of Peptide-MHC class I binding affinity with 185,985 pairs from IEDB/IMGT. Regression. Given a peptide amino acid sequence and an MHC pseudo amino acid sequence, predict their binding affinity value. This is MHC class I binding data. (1) The peptide sequence is SILLMTVTSI. The MHC is HLA-A01:01 with pseudo-sequence HLA-A01:01. The binding affinity (normalized) is 0.0947. (2) The peptide sequence is AVFIHNFKRK. The MHC is Patr-A0101 with pseudo-sequence Patr-A0101. The binding affinity (normalized) is 0. (3) The peptide sequence is AITAASLPK. The MHC is HLA-A03:01 with pseudo-sequence HLA-A03:01. The binding affinity (normalized) is 0.182. (4) The peptide sequence is AMIDRLHQT. The MHC is HLA-A01:01 with pseudo-sequence HLA-A01:01. The binding affinity (normalized) is 0.0847. (5) The peptide sequence is FLGKIWPSHK. The MHC is HLA-B07:02 with pseudo-sequence HLA-B07:02. The binding affinity (normalized) is 0.0108.